Dataset: Reaction yield outcomes from USPTO patents with 853,638 reactions. Task: Predict the reaction yield, written as a fraction of the theoretical maximum amount of product (1.0 means a 100% yield; for example, 0.34 means a 34% yield). (1) The reactants are Br.Br[CH2:3][C:4]([C:6]1[CH:11]=[CH:10][N:9]=[CH:8][CH:7]=1)=O.[CH3:12][N:13]([CH3:27])[CH2:14][CH2:15][O:16][C:17]1[CH:22]=[CH:21][C:20]([NH:23][C:24]([NH2:26])=[S:25])=[CH:19][CH:18]=1.N. The catalyst is CCO.O. The product is [CH3:12][N:13]([CH3:27])[CH2:14][CH2:15][O:16][C:17]1[CH:22]=[CH:21][C:20]([NH:23][C:24]2[S:25][CH:3]=[C:4]([C:6]3[CH:11]=[CH:10][N:9]=[CH:8][CH:7]=3)[N:26]=2)=[CH:19][CH:18]=1. The yield is 0.580. (2) The reactants are [CH:1]1([C:4]2[NH:8][N:7]=[C:6]([N:9]3[C:13]4[CH:14]=[C:15]([NH:20][C@H:21]([C:23]5[CH:28]=[CH:27][C:26]([F:29])=[CH:25][CH:24]=5)[CH3:22])[C:16]([C:18]#[N:19])=[CH:17][C:12]=4[N:11]=[CH:10]3)[CH:5]=2)[CH2:3][CH2:2]1.[OH-:30].[K+]. The catalyst is CO.OO.O. The product is [CH:1]1([C:4]2[NH:8][N:7]=[C:6]([N:9]3[C:13]4[CH:14]=[C:15]([NH:20][C@H:21]([C:23]5[CH:28]=[CH:27][C:26]([F:29])=[CH:25][CH:24]=5)[CH3:22])[C:16]([C:18]([NH2:19])=[O:30])=[CH:17][C:12]=4[N:11]=[CH:10]3)[CH:5]=2)[CH2:3][CH2:2]1. The yield is 0.440. (3) The catalyst is CO. The yield is 0.590. The reactants are C([O:3][C:4]([C:6]1[N:7]=[CH:8][N:9]2[C:14]3[CH:15]=[CH:16][CH:17]=[C:18]([CH2:19][CH2:20][N:21]4[CH2:26][CH2:25][N:24]([C:27]5[CH:36]=[CH:35][CH:34]=[C:33]6[C:28]=5[CH:29]=[CH:30][C:31]([C:37]([F:40])([F:39])[F:38])=[N:32]6)[CH2:23][CH2:22]4)[C:13]=3[O:12][CH2:11][C:10]=12)=O)C.[C-]#[N:42].[K+].N. The product is [F:38][C:37]([F:39])([F:40])[C:31]1[CH:30]=[CH:29][C:28]2[C:33](=[CH:34][CH:35]=[CH:36][C:27]=2[N:24]2[CH2:25][CH2:26][N:21]([CH2:20][CH2:19][C:18]3[C:13]4[O:12][CH2:11][C:10]5=[C:6]([C:4]([NH2:42])=[O:3])[N:7]=[CH:8][N:9]5[C:14]=4[CH:15]=[CH:16][CH:17]=3)[CH2:22][CH2:23]2)[N:32]=1. (4) The reactants are [Cl:1][C:2]1[CH:9]=[C:8]([Cl:10])[CH:7]=[C:6]([Cl:11])[C:3]=1[C:4]#N.C(O)=[O:13].O.[Al]. The catalyst is C(OCC)(=O)C. The product is [Cl:1][C:2]1[CH:9]=[C:8]([Cl:10])[CH:7]=[C:6]([Cl:11])[C:3]=1[CH:4]=[O:13]. The yield is 0.930.